This data is from Catalyst prediction with 721,799 reactions and 888 catalyst types from USPTO. The task is: Predict which catalyst facilitates the given reaction. (1) Reactant: C([Si](C)(C)[O:6][C@H:7]([C:41]1[CH:50]=[CH:49][C:48]([OH:51])=[C:47]2[C:42]=1[CH:43]=[CH:44][C:45](=[O:52])[NH:46]2)[CH2:8][NH:9][CH2:10][CH2:11][CH2:12][CH2:13][CH2:14][CH2:15][CH2:16][CH2:17][CH2:18][N:19]([CH2:21][C:22]1[O:26][C:25]([C:27]([CH:35]2[CH2:40][CH2:39][CH2:38][CH2:37][CH2:36]2)([OH:34])[C:28]2[CH:33]=[CH:32][CH:31]=[CH:30][CH:29]=2)=[N:24][CH:23]=1)[CH3:20])(C)(C)C.F.F.F.C(N(CC)CC)C.C([O-])(O)=O.[Na+]. Product: [CH:35]1([C:27]([OH:34])([C:28]2[CH:29]=[CH:30][CH:31]=[CH:32][CH:33]=2)[C:25]2[O:26][C:22]([CH2:21][N:19]([CH3:20])[CH2:18][CH2:17][CH2:16][CH2:15][CH2:14][CH2:13][CH2:12][CH2:11][CH2:10][NH:9][CH2:8][C@@H:7]([C:41]3[CH:50]=[CH:49][C:48]([OH:51])=[C:47]4[C:42]=3[CH:43]=[CH:44][C:45](=[O:52])[NH:46]4)[OH:6])=[CH:23][N:24]=2)[CH2:36][CH2:37][CH2:38][CH2:39][CH2:40]1. The catalyst class is: 1. (2) The catalyst class is: 34. Product: [CH3:24][C:25]([CH2:30][CH2:31][CH2:32][CH:33]([CH3:45])[CH2:34][CH2:35][CH2:36][CH:37]([CH3:44])[CH2:38][CH2:39][CH2:40][CH:41]([CH3:43])[CH3:42])=[CH:26][CH2:27][CH2:28][O:29][S:14]([C:11]1[CH:12]=[CH:13][C:8]([CH3:18])=[CH:9][CH:10]=1)(=[O:16])=[O:15]. Reactant: C(N(CC)CC)C.[C:8]1([CH3:18])[CH:13]=[CH:12][C:11]([S:14](Cl)(=[O:16])=[O:15])=[CH:10][CH:9]=1.Cl.CN(C)C.[CH3:24][C:25]([CH2:30][CH2:31][CH2:32][CH:33]([CH3:45])[CH2:34][CH2:35][CH2:36][CH:37]([CH3:44])[CH2:38][CH2:39][CH2:40][CH:41]([CH3:43])[CH3:42])=[CH:26][CH2:27][CH2:28][OH:29].CN(C)CCCN. (3) Reactant: C(N(CC)CC)C.[C:8]([O:12][C:13]([O:15]C(OC(C)(C)C)=O)=O)([CH3:11])([CH3:10])[CH3:9].[CH3:23][S:24]([NH2:27])(=[O:26])=[O:25]. Product: [CH3:23][S:24]([NH:27][C:13](=[O:15])[O:12][C:8]([CH3:11])([CH3:10])[CH3:9])(=[O:26])=[O:25]. The catalyst class is: 143. (4) Reactant: [CH2:1]([NH:3][C:4]1[C:9]([C:10](OCC)=[O:11])=[CH:8][N:7]=[C:6]([S:15][CH3:16])[N:5]=1)[CH3:2].[H-].[H-].[H-].[H-].[Li+].[Al+3].N#N. Product: [CH2:1]([NH:3][C:4]1[C:9]([CH2:10][OH:11])=[CH:8][N:7]=[C:6]([S:15][CH3:16])[N:5]=1)[CH3:2]. The catalyst class is: 1. (5) Reactant: C[O:2][C:3](=[O:35])[CH2:4][C:5]1[CH:6]=[C:7]([C:13]2[CH:18]=[CH:17][C:16]([C:19]([F:22])([F:21])[F:20])=[CH:15][C:14]=2[CH2:23][NH:24][C@@H:25]([CH3:34])[C@H:26]([OH:33])[C:27]2[CH:32]=[CH:31][CH:30]=[CH:29][CH:28]=2)[C:8]([O:11][CH3:12])=[CH:9][CH:10]=1.[OH-].[Na+]. The catalyst class is: 5. Product: [OH:33][C@H:26]([C:27]1[CH:28]=[CH:29][CH:30]=[CH:31][CH:32]=1)[C@@H:25]([NH:24][CH2:23][C:14]1[CH:15]=[C:16]([C:19]([F:22])([F:21])[F:20])[CH:17]=[CH:18][C:13]=1[C:7]1[C:8]([O:11][CH3:12])=[CH:9][CH:10]=[C:5]([CH2:4][C:3]([OH:35])=[O:2])[CH:6]=1)[CH3:34].